Task: Predict the product of the given reaction.. Dataset: Forward reaction prediction with 1.9M reactions from USPTO patents (1976-2016) (1) The product is: [CH2:13]([O:12][CH2:11][C:7]1([CH2:6][C:21]#[N:22])[CH2:10][CH2:9][CH2:8]1)[C:14]1[CH:19]=[CH:18][CH:17]=[CH:16][CH:15]=1. Given the reactants CS(O[CH2:6][C:7]1([CH2:11][O:12][CH2:13][C:14]2[CH:19]=[CH:18][CH:17]=[CH:16][CH:15]=2)[CH2:10][CH2:9][CH2:8]1)(=O)=O.[K].[CH3:21][N:22](C)C=O, predict the reaction product. (2) Given the reactants Cl[C:2]1[C:3]2[CH:10]=[C:9]([Cl:11])[NH:8][C:4]=2[N:5]=[CH:6][N:7]=1.[CH:12]([O:15][C:16]1[CH:24]=[C:23]2[C:19]([CH:20]=[N:21][NH:22]2)=[CH:18][C:17]=1[NH2:25])([CH3:14])[CH3:13], predict the reaction product. The product is: [Cl:11][C:9]1[NH:8][C:4]2[N:5]=[CH:6][N:7]=[C:2]([NH:25][C:17]3[CH:18]=[C:19]4[C:23](=[CH:24][C:16]=3[O:15][CH:12]([CH3:14])[CH3:13])[NH:22][N:21]=[CH:20]4)[C:3]=2[CH:10]=1. (3) Given the reactants Cl.[CH3:2][N:3]1[C:11]([CH3:12])=[C:6]2[CH2:7][NH:8][CH2:9][CH2:10][C:5]2=[N:4]1.C([O-])([O-])=O.[K+].[K+].Br[CH2:20][CH2:21][CH2:22][Cl:23], predict the reaction product. The product is: [Cl:23][CH2:22][CH2:21][CH2:20][N:8]1[CH2:9][CH2:10][C:5]2=[N:4][N:3]([CH3:2])[C:11]([CH3:12])=[C:6]2[CH2:7]1. (4) Given the reactants [CH3:1][C:2]1([CH3:15])[C:6]2[CH:7]=[CH:8][C:9]([C:11]([O:13]C)=[O:12])=[CH:10][C:5]=2[O:4][CH2:3]1.[OH-].[Na+].Cl, predict the reaction product. The product is: [CH3:1][C:2]1([CH3:15])[C:6]2[CH:7]=[CH:8][C:9]([C:11]([OH:13])=[O:12])=[CH:10][C:5]=2[O:4][CH2:3]1. (5) Given the reactants [Cl:1][C:2]1[N:7]=[C:6]([C:8]([O:10][CH3:11])=[O:9])[CH:5]=[CH:4][C:3]=1[OH:12].[H-].[Na+].CS(O[CH2:20][CH:21]1[CH2:24][C:23]([F:26])([F:25])[CH2:22]1)(=O)=O.O, predict the reaction product. The product is: [Cl:1][C:2]1[N:7]=[C:6]([C:8]([O:10][CH3:11])=[O:9])[CH:5]=[CH:4][C:3]=1[O:12][CH2:20][CH:21]1[CH2:24][C:23]([F:26])([F:25])[CH2:22]1. (6) Given the reactants [N:1]1[C:2]([CH:14]=O)=[N:3][N:4]2[CH:13]=[CH:12][C:11]3[N:10]=[CH:9][CH:8]=[CH:7][C:6]=3[C:5]=12.[Cl-].[CH3:17][C:18]1[N:23]2[N:24]=[C:25]([CH2:27][P+](C3C=CC=CC=3)(C3C=CC=CC=3)C3C=CC=CC=3)[N:26]=[C:22]2[CH:21]=[CH:20][CH:19]=1.C1CCN2C(=NCCC2)CC1, predict the reaction product. The product is: [CH3:17][C:18]1[N:23]2[N:24]=[C:25](/[CH:27]=[CH:14]/[C:2]3[N:1]=[C:5]4[C:6]5[CH:7]=[CH:8][CH:9]=[N:10][C:11]=5[CH:12]=[CH:13][N:4]4[N:3]=3)[N:26]=[C:22]2[CH:21]=[CH:20][CH:19]=1. (7) Given the reactants [C:1]([O:9][C@:10]1([CH3:45])[C@H:14]([O:15][C:16](=[O:23])[C:17]2[CH:22]=[CH:21][CH:20]=[CH:19][CH:18]=2)[C@@H:13]([CH2:24][O:25][C:26](=[O:33])[C:27]2[CH:32]=[CH:31][CH:30]=[CH:29][CH:28]=2)[O:12][C@H:11]1[N:34]1[CH:42]=[N:41][C:40]2[C:35]1=[N:36][C:37]([NH2:44])=[N:38][C:39]=2[NH2:43])(=[O:8])[C:2]1[CH:7]=[CH:6][CH:5]=[CH:4][CH:3]=1.[CH3:58][C:57]([O:56][C:54](O[C:54]([O:56][C:57]([CH3:60])([CH3:59])[CH3:58])=[O:55])=[O:55])([CH3:60])[CH3:59], predict the reaction product. The product is: [C:1]([O:9][C@:10]1([CH3:45])[C@H:14]([O:15][C:16](=[O:23])[C:17]2[CH:22]=[CH:21][CH:20]=[CH:19][CH:18]=2)[C@@H:13]([CH2:24][O:25][C:26](=[O:33])[C:27]2[CH:32]=[CH:31][CH:30]=[CH:29][CH:28]=2)[O:12][C@H:11]1[N:34]1[CH:42]=[N:41][C:40]2[C:35]1=[N:36][C:37]([N:44]([C:54]([O:56][C:57]([CH3:58])([CH3:59])[CH3:60])=[O:55])[C:1]([O:9][C:10]([CH3:45])([CH3:14])[CH3:11])=[O:8])=[N:38][C:39]=2[N:43]([C:54]([O:56][C:57]([CH3:60])([CH3:59])[CH3:58])=[O:55])[C:54]([O:56][C:57]([CH3:58])([CH3:59])[CH3:60])=[O:55])(=[O:8])[C:2]1[CH:3]=[CH:4][CH:5]=[CH:6][CH:7]=1.